From a dataset of Reaction yield outcomes from USPTO patents with 853,638 reactions. Predict the reaction yield, written as a fraction of the theoretical maximum amount of product (1.0 means a 100% yield; for example, 0.34 means a 34% yield). (1) The reactants are C(OC1C=CC([C@@H]2C[C@H]2N)=CC=1)C1C=CC=CC=1.[Br:19][C:20]1[CH:25]=[CH:24][C:23]([C@@H:26]2[CH2:28][C@H:27]2[N+:29]([O-])=O)=[CH:22][CH:21]=1. No catalyst specified. The product is [Br:19][C:20]1[CH:21]=[CH:22][C:23]([C@@H:26]2[CH2:28][C@H:27]2[NH2:29])=[CH:24][CH:25]=1. The yield is 0.100. (2) The reactants are FC1C=CC(C2C=C(COS(C)(=O)=O)C(=O)N(CC(C)C)N=2)=CC=1C.[F:26][C:27]1[CH:28]=[C:29]([C:34]2[CH:35]=[C:36]([C:45]([O:47]C)=[O:46])[C:37](=[O:44])[N:38]([CH2:40][CH:41]([CH3:43])[CH3:42])[N:39]=2)[CH:30]=[CH:31][C:32]=1[F:33]. No catalyst specified. The product is [C:45]([C:36]1[C:37](=[O:44])[N:38]([CH2:40][CH:41]([CH3:42])[CH3:43])[N:39]=[C:34]([C:29]2[CH:30]=[CH:31][C:32]([F:33])=[C:27]([F:26])[CH:28]=2)[CH:35]=1)([OH:47])=[O:46]. The yield is 0.914. (3) The reactants are [H-].[Na+].[CH2:3]([O:10][C:11]1[CH:16]=[CH:15][C:14]([OH:17])=[CH:13][CH:12]=1)[C:4]1C=CC=CC=1.Cl.[N:19](=[CH:27][CH2:28]Cl)[CH2:20][CH2:21][CH2:22][CH2:23]CCCl.C([O-])=O.[NH4+]. The catalyst is C1COCC1.CN(C=O)C.C(OCC)(=O)C.CO.[Pd].O. The product is [N:19]1([CH2:4][CH2:3][O:10][C:11]2[CH:12]=[CH:13][C:14]([OH:17])=[CH:15][CH:16]=2)[CH2:20][CH2:21][CH2:22][CH2:23][CH2:28][CH2:27]1. The yield is 0.640. (4) The reactants are CO.CCN(CC)CC.[NH2:10][C:11]1[C:16]([N+:17]([O-])=O)=[CH:15][C:14]([C:20]2[CH:21]=[N:22][C:23]([C:26]([OH:29])([CH3:28])[CH3:27])=[N:24][CH:25]=2)=[C:13]([F:30])[C:12]=1[CH:31]1[CH2:35][CH2:34][CH2:33][O:32]1. The catalyst is [Pd].C1COCC1. The product is [NH2:10][C:11]1[C:16]([NH2:17])=[CH:15][C:14]([C:20]2[CH:21]=[N:22][C:23]([C:26]([OH:29])([CH3:27])[CH3:28])=[N:24][CH:25]=2)=[C:13]([F:30])[C:12]=1[CH:31]1[CH2:35][CH2:34][CH2:33][O:32]1. The yield is 0.990. (5) The reactants are [F:1][C:2]1[CH:19]=[C:18]([N+:20]([O-])=O)[CH:17]=[CH:16][C:3]=1[O:4][C:5]1[CH:10]=[CH:9][N:8]=[C:7]([NH:11][CH2:12][CH2:13][CH2:14][OH:15])[N:6]=1. The catalyst is [Pd].CO. The product is [NH2:20][C:18]1[CH:17]=[CH:16][C:3]([O:4][C:5]2[CH:10]=[CH:9][N:8]=[C:7]([NH:11][CH2:12][CH2:13][CH2:14][OH:15])[N:6]=2)=[C:2]([F:1])[CH:19]=1. The yield is 0.650. (6) The reactants are [CH3:1][C:2]1[C:6]([CH2:7][N:8]2[CH:12]=[C:11]([N:13]3[C:17](=[O:18])[CH2:16][NH:15][C:14]3=[O:19])[CH:10]=[N:9]2)=[C:5]([CH3:20])[O:4][N:3]=1.[O:21]1[C:25]2[CH:26]=[CH:27][C:28]([CH2:30]O)=[CH:29][C:24]=2[O:23][CH2:22]1. No catalyst specified. The product is [O:21]1[C:25]2[CH:26]=[CH:27][C:28]([CH2:30][N:15]3[CH2:16][C:17](=[O:18])[N:13]([C:11]4[CH:10]=[N:9][N:8]([CH2:7][C:6]5[C:2]([CH3:1])=[N:3][O:4][C:5]=5[CH3:20])[CH:12]=4)[C:14]3=[O:19])=[CH:29][C:24]=2[O:23][CH2:22]1. The yield is 0.190. (7) The reactants are [F-].C([N+](CCCC)(CCCC)CCCC)CCC.[CH2:19]([O:23][C:24]1[CH2:28][CH:27]([CH2:29][C:30]2[CH:35]=[CH:34][CH:33]=[C:32]([CH2:36][CH2:37][O:38][Si](C(C)C)(C(C)C)C(C)C)[CH:31]=2)[C:26](=[O:49])[CH:25]=1)[CH:20]([CH3:22])[CH3:21]. The catalyst is O1CCCC1. The product is [OH:38][CH2:37][CH2:36][C:32]1[CH:31]=[C:30]([CH:35]=[CH:34][CH:33]=1)[CH2:29][CH:27]1[C:26](=[O:49])[CH:25]=[C:24]([O:23][CH2:19][CH:20]([CH3:22])[CH3:21])[CH2:28]1. The yield is 0.820.